This data is from Peptide-MHC class I binding affinity with 185,985 pairs from IEDB/IMGT. The task is: Regression. Given a peptide amino acid sequence and an MHC pseudo amino acid sequence, predict their binding affinity value. This is MHC class I binding data. The peptide sequence is LVSECSKDF. The MHC is HLA-A30:01 with pseudo-sequence HLA-A30:01. The binding affinity (normalized) is 0.0847.